This data is from Full USPTO retrosynthesis dataset with 1.9M reactions from patents (1976-2016). The task is: Predict the reactants needed to synthesize the given product. Given the product [NH2:7][CH:8]([CH:63]1[CH2:68][CH2:67][CH2:66][CH2:65][CH2:64]1)[C:9]([N:11]1[CH2:15][CH2:14][CH2:13][CH:12]1[CH2:16][C:17]1[C:25]2[C:20](=[CH:21][CH:22]=[CH:23][CH:24]=2)[N:19]([CH2:26][CH2:27][O:28][CH2:29][CH2:30][N:31]2[C:39]3[C:34](=[CH:35][CH:36]=[CH:37][CH:38]=3)[C:33]([CH2:40][CH:41]3[CH2:45][CH2:44][CH2:43][N:42]3[C:46](=[O:62])[CH:47]([NH2:54])[CH:48]3[CH2:53][CH2:52][CH2:51][CH2:50][CH2:49]3)=[CH:32]2)[CH:18]=1)=[O:10], predict the reactants needed to synthesize it. The reactants are: C(OC(=O)[NH:7][CH:8]([CH:63]1[CH2:68][CH2:67][CH2:66][CH2:65][CH2:64]1)[C:9]([N:11]1[CH2:15][CH2:14][CH2:13][CH:12]1[CH2:16][C:17]1[C:25]2[C:20](=[CH:21][CH:22]=[CH:23][CH:24]=2)[N:19]([CH2:26][CH2:27][O:28][CH2:29][CH2:30][N:31]2[C:39]3[C:34](=[CH:35][CH:36]=[CH:37][CH:38]=3)[C:33]([CH2:40][CH:41]3[CH2:45][CH2:44][CH2:43][N:42]3[C:46](=[O:62])[CH:47]([NH:54]C(OC(C)(C)C)=O)[CH:48]3[CH2:53][CH2:52][CH2:51][CH2:50][CH2:49]3)=[CH:32]2)[CH:18]=1)=[O:10])(C)(C)C.FC(F)(F)C(O)=O.